This data is from Forward reaction prediction with 1.9M reactions from USPTO patents (1976-2016). The task is: Predict the product of the given reaction. (1) Given the reactants C([N:8]1[C:13](=O)[CH2:12][CH2:11][C:10]([C:15]2[CH:20]=[CH:19][CH:18]=[CH:17][CH:16]=2)=[N:9]1)C1C=CC=CC=1.P(Cl)(Cl)([Cl:23])=O.P(Cl)(Cl)(Cl)(Cl)Cl.[ClH:32].[OH-].[Na+], predict the reaction product. The product is: [Cl:32][C:13]1[N:8]=[N:9][C:10]([C:15]2[CH:20]=[CH:19][CH:18]=[CH:17][CH:16]=2)=[CH:11][C:12]=1[Cl:23]. (2) Given the reactants [F:1][C:2]1[CH:7]=[C:6](B2OC(C)(C)C(C)(C)O2)[CH:5]=[CH:4][C:3]=1[C:17]1[CH:18]=[C:19]2[CH:25]=[CH:24][NH:23][C:20]2=[N:21][CH:22]=1.Br[C:27]1[CH:32]=[CH:31][CH:30]=[CH:29][C:28]=1[C:33]([N:35]1[CH2:40][CH2:39][O:38][CH2:37][CH2:36]1)=[O:34], predict the reaction product. The product is: [F:1][C:2]1[CH:7]=[C:6]([C:27]2[CH:32]=[CH:31][CH:30]=[CH:29][C:28]=2[C:33]([N:35]2[CH2:36][CH2:37][O:38][CH2:39][CH2:40]2)=[O:34])[CH:5]=[CH:4][C:3]=1[C:17]1[CH:18]=[C:19]2[CH:25]=[CH:24][NH:23][C:20]2=[N:21][CH:22]=1. (3) Given the reactants [Si:1]([O:8][CH2:9][C@@:10]1([CH3:30])[S:16][CH2:15][CH2:14][N:13]2[C:17]([C:20]3([C:23]4[CH:28]=[CH:27][C:26](Cl)=[CH:25][CH:24]=4)[CH2:22][CH2:21]3)=[N:18][N:19]=[C:12]2[CH2:11]1)([C:4]([CH3:7])([CH3:6])[CH3:5])([CH3:3])[CH3:2].[N:31]1[CH:36]=[CH:35][CH:34]=[C:33](B(O)O)[CH:32]=1.C1(P(C2CCCCC2)C2CCCCC2)CCCCC1.P([O-])([O-])([O-])=O.[K+].[K+].[K+], predict the reaction product. The product is: [Si:1]([O:8][CH2:9][C@@:10]1([CH3:30])[S:16][CH2:15][CH2:14][N:13]2[C:17]([C:20]3([C:23]4[CH:28]=[CH:27][C:26]([C:33]5[CH:32]=[N:31][CH:36]=[CH:35][CH:34]=5)=[CH:25][CH:24]=4)[CH2:22][CH2:21]3)=[N:18][N:19]=[C:12]2[CH2:11]1)([C:4]([CH3:7])([CH3:6])[CH3:5])([CH3:3])[CH3:2]. (4) Given the reactants [N:1]1[CH:6]=[CH:5][CH:4]=[C:3]([NH:7][S:8]([C:11]2[CH:20]=[CH:19][CH:18]=[CH:17][C:12]=2[C:13]([O:15]C)=O)(=[O:10])=[O:9])[CH:2]=1.[F:21][C:22]1[CH:23]=[C:24]([CH:27]=[CH:28][CH:29]=1)[CH2:25][NH2:26], predict the reaction product. The product is: [F:21][C:22]1[CH:23]=[C:24]([CH:27]=[CH:28][CH:29]=1)[CH2:25][NH:26][C:13](=[O:15])[C:12]1[CH:17]=[CH:18][CH:19]=[CH:20][C:11]=1[S:8]([NH:7][C:3]1[CH:2]=[N:1][CH:6]=[CH:5][CH:4]=1)(=[O:9])=[O:10]. (5) The product is: [CH3:25][C:22]1[O:23][CH:24]=[C:20]([C:17]2[CH:18]=[CH:19][C:14]([O:13][CH2:12][CH2:11][NH2:10])=[CH:15][CH:16]=2)[N:21]=1. Given the reactants C(OC(=O)[NH:10][CH2:11][CH2:12][O:13][C:14]1[CH:19]=[CH:18][C:17]([C:20]2[N:21]=[C:22]([CH3:25])[O:23][CH:24]=2)=[CH:16][CH:15]=1)C1C=CC=CC=1.C1CC=CCC=1, predict the reaction product. (6) Given the reactants [CH3:1][S:2]([O:5][CH2:6][CH3:7])(=[O:4])=[O:3].C([Li])CCC.CCCCCC.P(Cl)(OCC)(OCC)=O.[Br:28][C:29]1[CH:34]=[CH:33][C:32]([CH:35]=O)=[CH:31][N:30]=1, predict the reaction product. The product is: [Br:28][C:29]1[N:30]=[CH:31][C:32](/[CH:35]=[CH:1]/[S:2]([O:5][CH2:6][CH3:7])(=[O:4])=[O:3])=[CH:33][CH:34]=1. (7) Given the reactants [NH2:1][NH2:2].[C:3](/[N:5]=[C:6](\SC)/[NH:7][C:8]1[CH:13]=[CH:12][C:11]([C:14]#[N:15])=[C:10]([CH:16]2[CH2:18][CH2:17]2)[CH:9]=1)#[N:4], predict the reaction product. The product is: [NH2:4][C:3]1[NH:2][N:1]=[C:6]([NH:7][C:8]2[CH:13]=[CH:12][C:11]([C:14]#[N:15])=[C:10]([CH:16]3[CH2:18][CH2:17]3)[CH:9]=2)[N:5]=1.